Dataset: Reaction yield outcomes from USPTO patents with 853,638 reactions. Task: Predict the reaction yield, written as a fraction of the theoretical maximum amount of product (1.0 means a 100% yield; for example, 0.34 means a 34% yield). The reactants are [C:1]1([CH2:9]Cl)[CH:6]=[CH:5][CH:4]=[C:3]([CH2:7]Cl)[CH:2]=1.[C:11]([O-:14])(=[O:13])[CH3:12].[K+]. The catalyst is CC(C)=O.[Cl-].C([N+](CC)(CC)CC)C1C=CC=CC=1. The product is [C:11]([O:14][CH2:9][C:1]1[CH:6]=[CH:5][CH:4]=[C:3]([CH2:7][O:14][C:11](=[O:13])[CH3:12])[CH:2]=1)(=[O:13])[CH3:12]. The yield is 0.987.